Dataset: Reaction yield outcomes from USPTO patents with 853,638 reactions. Task: Predict the reaction yield, written as a fraction of the theoretical maximum amount of product (1.0 means a 100% yield; for example, 0.34 means a 34% yield). The reactants are [CH:1]([C:4]1[C:12]2[O:11][C:10]([C:13]3[CH:18]=[CH:17][C:16]([O:19]C)=[CH:15][CH:14]=3)=[CH:9][C:8]=2[CH:7]=[C:6]([O:21]C)[CH:5]=1)([CH3:3])[CH3:2].Cl.N1C=CC=CC=1. The catalyst is O. The product is [OH:19][C:16]1[CH:17]=[CH:18][C:13]([C:10]2[O:11][C:12]3[C:4]([CH:1]([CH3:2])[CH3:3])=[CH:5][C:6]([OH:21])=[CH:7][C:8]=3[CH:9]=2)=[CH:14][CH:15]=1. The yield is 0.340.